This data is from Plasma protein binding rate (PPBR) regression data from AstraZeneca. The task is: Regression/Classification. Given a drug SMILES string, predict its absorption, distribution, metabolism, or excretion properties. Task type varies by dataset: regression for continuous measurements (e.g., permeability, clearance, half-life) or binary classification for categorical outcomes (e.g., BBB penetration, CYP inhibition). For this dataset (ppbr_az), we predict Y. (1) The compound is CCOc1noc2cc(OCCC3CCN(c4ccc(C)nn4)CC3)ccc12. The Y is 99.9 %. (2) The compound is O=C(Cc1cccs1)Nc1ccon1. The Y is 43.7 %. (3) The molecule is C[C@@](C(=O)O[C@H]1C[N+]2(CCc3c[nH]c4ccccc34)CCC1CC2)(c1ccccc1)N1CCCCC1. The Y is 99.8 %. (4) The compound is Nc1n[nH]cc1-c1cc(C(F)(F)F)ccc1Oc1cc(F)c(S(=O)(=O)Nc2cscn2)cc1Cl. The Y is 99.7 %. (5) The molecule is CS(=O)(=O)c1ccc([C@@H](O)[C@@H](CF)NC(=O)C(Cl)Cl)cc1. The Y is 32.4 %. (6) The drug is COc1nc(Br)cnc1NS(=O)(=O)c1ccc(Cl)s1. The Y is 99.9 %. (7) The compound is Clc1ccc(C(c2ccccc2)N2CCNCC2)cc1. The Y is 94.2 %.